Task: Predict the reactants needed to synthesize the given product.. Dataset: Full USPTO retrosynthesis dataset with 1.9M reactions from patents (1976-2016) (1) Given the product [CH3:22][C:17]1[CH:16]=[C:15]([C:13]2[N:9]=[C:5]3[CH:4]=[C:3]([N:2]([CH3:10])[CH3:1])[CH:8]=[CH:7][N:6]3[CH:12]=2)[CH:20]=[CH:19][C:18]=1[CH3:21], predict the reactants needed to synthesize it. The reactants are: [CH3:1][N:2]([CH3:10])[C:3]1[CH:8]=[CH:7][N:6]=[C:5]([NH2:9])[CH:4]=1.Br[CH2:12][C:13]([C:15]1[CH:20]=[CH:19][C:18]([CH3:21])=[C:17]([CH3:22])[CH:16]=1)=O. (2) Given the product [CH:27]1([C:2]2[C:7]([O:8][S:10]([C:13]([F:16])([F:15])[F:14])(=[O:11])=[O:9])=[CH:6][CH:5]=[CH:4][N:3]=2)[CH2:28][CH2:29]1, predict the reactants needed to synthesize it. The reactants are: Br[C:2]1[C:7]([OH:8])=[CH:6][CH:5]=[CH:4][N:3]=1.[O:9](S(C(F)(F)F)(=O)=O)[S:10]([C:13]([F:16])([F:15])[F:14])(=O)=[O:11].N1[CH:29]=[CH:28][CH:27]=CC=1. (3) Given the product [Br:12][CH2:13][C:14]([O:9][C:8]1[CH:10]=[CH:11][C:5]([NH:1][C:2](=[O:3])[CH3:4])=[CH:6][CH:7]=1)=[O:15], predict the reactants needed to synthesize it. The reactants are: [NH:1]([C:5]1[CH:11]=[CH:10][C:8]([OH:9])=[CH:7][CH:6]=1)[C:2]([CH3:4])=[O:3].[Br:12][CH2:13][C:14](Cl)=[O:15]. (4) Given the product [Cl:7][C:8]1[CH:16]=[C:15]([Cl:17])[CH:14]=[CH:13][C:9]=1[C:10]([NH:2][NH:3][C:4]([NH2:6])=[S:5])=[O:11], predict the reactants needed to synthesize it. The reactants are: Cl.[NH2:2][NH:3][C:4]([NH2:6])=[S:5].[Cl:7][C:8]1[CH:16]=[C:15]([Cl:17])[CH:14]=[CH:13][C:9]=1[C:10](Cl)=[O:11]. (5) Given the product [F:30][C:22]1[CH:23]=[CH:24][C:2]([CH3:1])=[CH:3][C:4]=1[C:5]([NH:7][C:8]1[C:9]([F:21])=[C:10]([F:20])[C:11]([C:16]([F:17])([F:18])[F:19])=[C:12]([F:15])[C:13]=1[F:14])=[O:6], predict the reactants needed to synthesize it. The reactants are: [CH3:1][C:2]1[CH:3]=[C:4]([CH:22]=[CH:23][CH:24]=1)[C:5]([NH:7][C:8]1[C:13]([F:14])=[C:12]([F:15])[C:11]([C:16]([F:19])([F:18])[F:17])=[C:10]([F:20])[C:9]=1[F:21])=[O:6].[O-]S(C(F)(F)[F:30])(=O)=O.F[N+]1C(C)=CC(C)=CC=1C. (6) Given the product [CH2:1]([O:8][C:9]1[C:18](=[O:19])[N:17]2[C:12]([CH:13]([CH2:20][CH2:21][S:22][CH3:23])[O:14][CH2:15][CH2:16]2)=[N:11][C:10]=1[C:24]([OH:26])=[O:25])[C:2]1[CH:3]=[CH:4][CH:5]=[CH:6][CH:7]=1, predict the reactants needed to synthesize it. The reactants are: [CH2:1]([O:8][C:9]1[C:18](=[O:19])[N:17]2[C:12]([CH:13]([CH2:20][CH2:21][S:22][CH3:23])[O:14][CH2:15][CH2:16]2)=[N:11][C:10]=1[C:24]([O:26]CC)=[O:25])[C:2]1[CH:7]=[CH:6][CH:5]=[CH:4][CH:3]=1.[OH-].[Li+].Cl. (7) Given the product [CH2:35]([O:34][C:32]1[CH:31]=[CH:30][N:29]=[C:28]([C:26]2[N:25]([C:37]3[CH:38]=[N:39][C:40]([O:43][CH3:44])=[CH:41][CH:42]=3)[N:24]=[C:23]([C:21]([N:18]3[CH2:19][CH2:20][N:15]([CH3:13])[CH2:16][CH2:17]3)=[O:22])[CH:27]=2)[CH:33]=1)[CH3:36], predict the reactants needed to synthesize it. The reactants are: FC(F)(F)C(O)=O.C(O[C:13]([N:15]1[CH2:20][CH2:19][N:18]([C:21]([C:23]2[CH:27]=[C:26]([C:28]3[CH:33]=[C:32]([O:34][CH2:35][CH3:36])[CH:31]=[CH:30][N:29]=3)[N:25]([C:37]3[CH:38]=[N:39][C:40]([O:43][CH3:44])=[CH:41][CH:42]=3)[N:24]=2)=[O:22])[CH2:17][CH2:16]1)=O)(C)(C)C. (8) Given the product [CH3:19][C:20]1[N:25]=[C:24]([NH:26][C:27]2[S:28][C:3]([N:14]3[CH:18]=[N:17][CH:16]=[N:15]3)=[C:4]([C:6]3[CH:7]=[C:8]([CH:11]=[CH:12][CH:13]=3)[C:9]#[N:10])[N:29]=2)[CH:23]=[CH:22][CH:21]=1, predict the reactants needed to synthesize it. The reactants are: Br.Br[CH:3]([N:14]1[CH:18]=[N:17][CH:16]=[N:15]1)[C:4]([C:6]1[CH:7]=[C:8]([CH:11]=[CH:12][CH:13]=1)[C:9]#[N:10])=O.[CH3:19][C:20]1[N:25]=[C:24]([NH:26][C:27]([NH2:29])=[S:28])[CH:23]=[CH:22][CH:21]=1. (9) Given the product [CH:1]1([CH2:7][O:8][C:9]2[C:10]3[N:11]([C:15]([C:19]([NH:21][CH2:22][CH:23]=[O:24])=[O:20])=[C:16]([CH3:18])[N:17]=3)[CH:12]=[CH:13][CH:14]=2)[CH2:2][CH2:3][CH2:4][CH2:5][CH2:6]1, predict the reactants needed to synthesize it. The reactants are: [CH:1]1([CH2:7][O:8][C:9]2[C:10]3[N:11]([C:15]([C:19]([NH:21][CH2:22][CH:23](OC)[O:24]C)=[O:20])=[C:16]([CH3:18])[N:17]=3)[CH:12]=[CH:13][CH:14]=2)[CH2:6][CH2:5][CH2:4][CH2:3][CH2:2]1.Cl.C(OCC)(=O)C. (10) Given the product [Cl:1][C:2]1[CH:3]=[CH:4][C:5]2[O:9][C:8]([S:10][C:11]3[CH:12]=[CH:13][C:14](=[O:20])[NH:15][N:16]=3)=[C:7]([CH3:17])[C:6]=2[CH:18]=1, predict the reactants needed to synthesize it. The reactants are: [Cl:1][C:2]1[CH:3]=[CH:4][C:5]2[O:9][C:8]([S:10][C:11]3[N:16]=[N:15][CH:14]=[CH:13][CH:12]=3)=[C:7]([CH3:17])[C:6]=2[CH:18]=1.Cl.[O:20]1CCOCC1.